This data is from Tyrosyl-DNA phosphodiesterase HTS with 341,365 compounds. The task is: Binary Classification. Given a drug SMILES string, predict its activity (active/inactive) in a high-throughput screening assay against a specified biological target. (1) The compound is O=C(Nc1c(cccc1)C)Cc1ccccc1. The result is 0 (inactive). (2) The drug is S(CC(=O)Nc1c(c(ccc1)C)C)c1[nH]c(c2ccccc2)cn1. The result is 0 (inactive). (3) The compound is O=C1N(C(\C(C1=O)=C(/O)c1cc2OCCOc2cc1)c1cc(O)ccc1)Cc1ccccc1. The result is 0 (inactive). (4) The molecule is Brc1cc(c(F)cc1)/C=N\n1cnnc1. The result is 0 (inactive).